From a dataset of Full USPTO retrosynthesis dataset with 1.9M reactions from patents (1976-2016). Predict the reactants needed to synthesize the given product. (1) Given the product [Cl:1][C:2]1[C:3]([C:9](=[N:21][OH:22])[CH2:10][NH:11][C:12](=[O:18])[O:13][C:14]([CH3:17])([CH3:16])[CH3:15])=[N:4][CH:5]=[C:6]([Cl:8])[CH:7]=1, predict the reactants needed to synthesize it. The reactants are: [Cl:1][C:2]1[C:3]([C:9](=O)[CH2:10][NH:11][C:12](=[O:18])[O:13][C:14]([CH3:17])([CH3:16])[CH3:15])=[N:4][CH:5]=[C:6]([Cl:8])[CH:7]=1.Cl.[NH2:21][OH:22].N1C=CC=CC=1. (2) Given the product [NH2:1][C:2]1[C:7]([Br:14])=[CH:6][C:5]([Cl:8])=[CH:4][N:3]=1, predict the reactants needed to synthesize it. The reactants are: [NH2:1][C:2]1[CH:7]=[CH:6][C:5]([Cl:8])=[CH:4][N:3]=1.C([O-])(=O)C.[Na+].[Br:14]Br.